From a dataset of Catalyst prediction with 721,799 reactions and 888 catalyst types from USPTO. Predict which catalyst facilitates the given reaction. (1) Reactant: C(OC(=O)[NH:7][C@H:8]1[CH2:13][CH2:12][C@@H:11]([NH:14][C:15]2[N:20]=[C:19]([NH:21][CH3:22])[CH:18]=[CH:17][N:16]=2)[CH2:10][CH2:9]1)(C)(C)C.Cl. Product: [NH2:7][C@@H:8]1[CH2:9][CH2:10][C@H:11]([NH:14][C:15]2[N:20]=[C:19]([NH:21][CH3:22])[CH:18]=[CH:17][N:16]=2)[CH2:12][CH2:13]1. The catalyst class is: 25. (2) Reactant: [OH:1][C:2]1[CH:3]=[CH:4][C:5]2[O:9][N:8]=[C:7]([N:10]([C:18]([O:20][C:21]([CH3:24])([CH3:23])[CH3:22])=[O:19])[C:11]([O:13][C:14]([CH3:17])([CH3:16])[CH3:15])=[O:12])[C:6]=2[CH:25]=1.[CH3:26][O:27][C:28]1[CH:52]=[C:51]([O:53][CH3:54])[CH:50]=[CH:49][C:29]=1[CH2:30][N:31]([C:44]1[S:48][N:47]=[CH:46][N:45]=1)[S:32]([C:35]1[CH:40]=[C:39]([F:41])[C:38](F)=[CH:37][C:36]=1[F:43])(=[O:34])=[O:33].C(=O)([O-])[O-].[K+].[K+]. Product: [CH3:26][O:27][C:28]1[CH:52]=[C:51]([O:53][CH3:54])[CH:50]=[CH:49][C:29]=1[CH2:30][N:31]([C:44]1[S:48][N:47]=[CH:46][N:45]=1)[S:32]([C:35]1[C:36]([F:43])=[CH:37][C:38]([O:1][C:2]2[CH:3]=[CH:4][C:5]3[O:9][N:8]=[C:7]([N:10]([C:11]([O:13][C:14]([CH3:15])([CH3:16])[CH3:17])=[O:12])[C:18]([O:20][C:21]([CH3:24])([CH3:23])[CH3:22])=[O:19])[C:6]=3[CH:25]=2)=[C:39]([F:41])[CH:40]=1)(=[O:34])=[O:33]. The catalyst class is: 148. (3) Reactant: [C:1]([O:5][C:6](=[O:25])[N:7]([CH2:17][C:18]1[CH:23]=[CH:22][C:21]([F:24])=[CH:20][CH:19]=1)[C:8]1[CH:13]=[CH:12][N:11]=[CH:10][C:9]=1[N+:14]([O-])=O)([CH3:4])([CH3:3])[CH3:2].[CH3:26][C:27]([Mg]Br)=[CH:28][CH3:29].[Cl-].[NH4+]. Product: [C:1]([O:5][C:6](=[O:25])[N:7]([C:8]1[CH:13]=[CH:12][N:11]=[C:10]2[C:27]([CH3:26])=[C:28]([CH3:29])[NH:14][C:9]=12)[CH2:17][C:18]1[CH:23]=[CH:22][C:21]([F:24])=[CH:20][CH:19]=1)([CH3:4])([CH3:3])[CH3:2]. The catalyst class is: 7. (4) Reactant: Cl[CH2:2][C:3]1[CH:8]=[CH:7][C:6]([O:9][CH3:10])=[CH:5][CH:4]=1.[NH:11]1[C:19]2[CH:18]=[CH:17][CH:16]=[C:15]([C:20]#[N:21])[C:14]=2[CH:13]=[CH:12]1.[H-].[Na+].CN(C=O)C. Product: [CH3:10][O:9][C:6]1[CH:7]=[CH:8][C:3]([CH2:2][N:11]2[C:19]3[CH:18]=[CH:17][CH:16]=[C:15]([C:20]#[N:21])[C:14]=3[CH:13]=[CH:12]2)=[CH:4][CH:5]=1. The catalyst class is: 6. (5) Reactant: [F:1][C:2]1([F:16])[CH2:6][N:5]([C:7]([O:9][C:10]([CH3:13])([CH3:12])[CH3:11])=[O:8])[C@@H:4]([CH:14]=O)[CH2:3]1.C1(P(=[CH:36][C:37]([O:39][CH2:40][CH3:41])=[O:38])(C2C=CC=CC=2)C2C=CC=CC=2)C=CC=CC=1. Product: [CH2:40]([O:39][C:37](=[O:38])[CH:36]=[CH:14][C@H:4]1[CH2:3][C:2]([F:16])([F:1])[CH2:6][N:5]1[C:7]([O:9][C:10]([CH3:13])([CH3:12])[CH3:11])=[O:8])[CH3:41]. The catalyst class is: 2. (6) Reactant: Cl[C:2]1[N:7]=[C:6]([CH3:8])[CH:5]=[CH:4][N:3]=1.[NH2:9][C:10]1[CH:11]=[CH:12][C:13]([Cl:17])=[C:14]([OH:16])[CH:15]=1. Product: [Cl:17][C:13]1[CH:12]=[CH:11][C:10]([NH:9][C:2]2[N:7]=[C:6]([CH3:8])[CH:5]=[CH:4][N:3]=2)=[CH:15][C:14]=1[OH:16]. The catalyst class is: 14. (7) Reactant: [CH2:1]([O:3][C:4]([C:6]1[C:7](Cl)=[N:8][C:9]([S:12][CH3:13])=[N:10][CH:11]=1)=[O:5])[CH3:2].C[CH2:16][N:17](C(C)C)C(C)C.Cl.CN. Product: [CH3:16][NH:17][C:7]1[C:6]([C:4]([O:3][CH2:1][CH3:2])=[O:5])=[CH:11][N:10]=[C:9]([S:12][CH3:13])[N:8]=1. The catalyst class is: 10. (8) The catalyst class is: 23. Product: [CH:8]1([C:11]2[CH:12]=[CH:13][C:14]([O:17][C:18]3[CH:19]=[C:20]([CH:21]=[CH:22][CH:23]=3)[CH:24]=[C:25]3[CH2:30][CH2:29][N:28]([C:38]([NH:37][C:33]4[N:32]=[N:31][CH:36]=[CH:35][CH:34]=4)=[O:39])[CH2:27][CH2:26]3)=[N:15][CH:16]=2)[CH2:10][CH2:9]1. Reactant: FC(F)(F)C(O)=O.[CH:8]1([C:11]2[CH:12]=[CH:13][C:14]([O:17][C:18]3[CH:23]=[CH:22][CH:21]=[C:20]([CH:24]=[C:25]4[CH2:30][CH2:29][NH:28][CH2:27][CH2:26]4)[CH:19]=3)=[N:15][CH:16]=2)[CH2:10][CH2:9]1.[N:31]1[CH:36]=[CH:35][CH:34]=[C:33]([NH:37][C:38](=O)[O:39]C2C=CC=CC=2)[N:32]=1.C(N(C(C)C)CC)(C)C.